Task: Predict which catalyst facilitates the given reaction.. Dataset: Catalyst prediction with 721,799 reactions and 888 catalyst types from USPTO Reactant: [C:1]1([C:7]#[C:8][C:9]2[CH:10]=[C:11]3[C:21](=[CH:22][CH:23]=2)[O:20][C:14]2([CH2:19][CH2:18][CH2:17][O:16][CH2:15]2)[CH2:13][C:12]3=O)[CH:6]=[CH:5][CH:4]=[CH:3][CH:2]=1.C[Si]([N:29]=[C:30]=[N:31][Si](C)(C)C)(C)C. Product: [C:1]1([C:7]#[C:8][C:9]2[CH:10]=[C:11]3[C:21](=[CH:22][CH:23]=2)[O:20][C:14]2([CH2:19][CH2:18][CH2:17][O:16][CH2:15]2)[CH2:13][C:12]3=[N:31][C:30]#[N:29])[CH:6]=[CH:5][CH:4]=[CH:3][CH:2]=1. The catalyst class is: 388.